Task: Predict the reactants needed to synthesize the given product.. Dataset: Full USPTO retrosynthesis dataset with 1.9M reactions from patents (1976-2016) (1) Given the product [Br:14][C:15]1[CH:22]=[CH:21][C:18]([CH:19]2[S:26][CH2:25][C:24](=[O:27])[NH:7][C:6]3[N:2]([CH3:1])[N:3]=[C:4]([C:8]4[CH:13]=[CH:12][CH:11]=[CH:10][N:9]=4)[C:5]2=3)=[C:17]([CH3:23])[CH:16]=1, predict the reactants needed to synthesize it. The reactants are: [CH3:1][N:2]1[C:6]([NH2:7])=[CH:5][C:4]([C:8]2[CH:13]=[CH:12][CH:11]=[CH:10][N:9]=2)=[N:3]1.[Br:14][C:15]1[CH:22]=[CH:21][C:18]([CH:19]=O)=[C:17]([CH3:23])[CH:16]=1.[C:24](O)(=[O:27])[CH2:25][SH:26]. (2) Given the product [F:1][C:2]1[C:7]([C:8]2[C:9](=[O:22])[NH:10][C:11](=[O:21])[N:12]([CH2:14][CH2:15][CH:16]=[O:17])[CH:13]=2)=[CH:6][C:5]([CH3:23])=[CH:4][N:3]=1, predict the reactants needed to synthesize it. The reactants are: [F:1][C:2]1[C:7]([C:8]2[C:9](=[O:22])[NH:10][C:11](=[O:21])[N:12]([CH2:14][CH2:15][CH:16](OC)[O:17]C)[CH:13]=2)=[CH:6][C:5]([CH3:23])=[CH:4][N:3]=1.O. (3) Given the product [CH2:31]([C@@H:10]1[CH2:9][NH:8][CH2:12][C@H:11]1[CH2:13][N:14]([CH:28]1[CH2:29][CH2:38][CH2:30]1)[C:15]([CH:17]1[C:26]2[C:21](=[CH:22][CH:23]=[CH:24][CH:25]=2)[NH:20][C:19](=[O:27])[CH2:18]1)=[O:41])[C:32]1[CH:33]=[CH:34][CH:35]=[CH:36][CH:37]=1, predict the reactants needed to synthesize it. The reactants are: C(OC([N:8]1[CH2:12][C@@H:11]([CH2:13][N:14]([CH:28]([CH3:30])[CH3:29])[C:15]([CH:17]2[C:26]3[C:21](=[CH:22][CH:23]=[CH:24][CH:25]=3)[NH:20][C:19](=[O:27])[CH2:18]2)=O)[C@H:10]([CH2:31][C:32]2[CH:37]=[CH:36][CH:35]=[CH:34][CH:33]=2)[CH2:9]1)=O)(C)(C)C.[CH3:38]C#N.[OH2:41].CC#N. (4) Given the product [Br:1][C:2]1[CH:3]=[CH:4][C:5]([S:8]([NH:11][C:12]2[CH:16]=[CH:15][S:14][C:13]=2[C:17]([OH:19])=[O:18])(=[O:9])=[O:10])=[CH:6][CH:7]=1, predict the reactants needed to synthesize it. The reactants are: [Br:1][C:2]1[CH:7]=[CH:6][C:5]([S:8]([NH:11][C:12]2[CH:16]=[CH:15][S:14][C:13]=2[C:17]([O:19]C)=[O:18])(=[O:10])=[O:9])=[CH:4][CH:3]=1.[OH-].[Na+].CO. (5) Given the product [OH:9][C:10]1[CH:23]=[CH:22][CH:21]=[C:20]2[C:11]=1[S:12][C:13]1[CH:14]=[C:15]([C:30]3[CH:35]=[CH:34][CH:33]=[CH:32][C:31]=3[NH:36][C:37](=[O:39])[CH3:38])[CH:16]=[CH:17][C:18]=1[CH:19]2[CH:24]1[CH2:29][CH2:28][NH:27][CH2:26][CH2:25]1.[C:1]([OH:7])([C:3]([F:6])([F:5])[F:4])=[O:2], predict the reactants needed to synthesize it. The reactants are: [C:1]([OH:7])([C:3]([F:6])([F:5])[F:4])=[O:2].C[O:9][C:10]1[CH:23]=[CH:22][CH:21]=[C:20]2[C:11]=1[S:12][C:13]1[CH:14]=[C:15]([C:30]3[CH:35]=[CH:34][CH:33]=[CH:32][C:31]=3[NH:36][C:37](=[O:39])[CH3:38])[CH:16]=[CH:17][C:18]=1[CH:19]2[CH:24]1[CH2:29][CH2:28][NH:27][CH2:26][CH2:25]1.C(N(CC)C(C1C=CC2C(C3CCNCC3)C3C(OC=2C=1)=C(OC)C=CC=3)=O)C.CC#N. (6) The reactants are: [I:1][C:2]1[CH:10]=[CH:9][CH:8]=[CH:7][C:3]=1[C:4]([OH:6])=[O:5].[N+:11]([O-])([OH:13])=[O:12]. Given the product [I:1][C:2]1[CH:10]=[CH:9][C:8]([N+:11]([O-:13])=[O:12])=[CH:7][C:3]=1[C:4]([OH:6])=[O:5], predict the reactants needed to synthesize it. (7) Given the product [F:35][C:3]([F:2])([F:34])[C:4]1[CH:5]=[C:6]([C@H:14]([N:16]([CH3:33])[C:17]([C@H:19]2[CH2:24][CH2:23][N:22]([C:42](=[O:43])[CH2:41][CH2:40][S:37]([CH3:36])(=[O:39])=[O:38])[CH2:21][C@@H:20]2[C:25]2[CH:30]=[CH:29][C:28]([F:31])=[CH:27][C:26]=2[CH3:32])=[O:18])[CH3:15])[CH:7]=[C:8]([C:10]([F:12])([F:13])[F:11])[CH:9]=1, predict the reactants needed to synthesize it. The reactants are: Cl.[F:2][C:3]([F:35])([F:34])[C:4]1[CH:5]=[C:6]([C@H:14]([N:16]([CH3:33])[C:17]([C@H:19]2[CH2:24][CH2:23][NH:22][CH2:21][C@@H:20]2[C:25]2[CH:30]=[CH:29][C:28]([F:31])=[CH:27][C:26]=2[CH3:32])=[O:18])[CH3:15])[CH:7]=[C:8]([C:10]([F:13])([F:12])[F:11])[CH:9]=1.[CH3:36][S:37]([CH2:40][CH2:41][C:42](O)=[O:43])(=[O:39])=[O:38].CCN=C=NCCCN(C)C.Cl.C1C=CC2N(O)N=NC=2C=1. (8) The reactants are: [N:1]1([CH2:7][C:8]2[CH:9]=[C:10]3[C:15](=[CH:16][CH:17]=2)[C@H:14]([NH:18]C(=O)OC(C)(C)C)[CH2:13][CH2:12][CH2:11]3)[CH2:6][CH2:5][CH2:4][CH2:3][CH2:2]1.Cl.C(OCC)C. Given the product [N:1]1([CH2:7][C:8]2[CH:9]=[C:10]3[C:15](=[CH:16][CH:17]=2)[C@H:14]([NH2:18])[CH2:13][CH2:12][CH2:11]3)[CH2:2][CH2:3][CH2:4][CH2:5][CH2:6]1, predict the reactants needed to synthesize it. (9) Given the product [CH2:23]([O:24][C:25]([C:27]1[C:28]([CH3:63])=[C:29]2[C:34]([NH:14][C:11]3[CH:12]=[CH:13][C:8]([O:1][C:2]4[CH:3]=[CH:4][CH:5]=[CH:6][CH:7]=4)=[C:9]([CH2:15][O:16][CH:17]4[CH2:22][CH2:21][CH2:20][CH2:19][O:18]4)[CH:10]=3)=[C:33]([C:60]#[N:61])[CH:32]=[N:31][N:30]2[CH:62]=1)=[O:26])[CH3:64], predict the reactants needed to synthesize it. The reactants are: [O:1]([C:8]1[CH:13]=[CH:12][C:11]([NH2:14])=[CH:10][C:9]=1[CH2:15][O:16][CH:17]1[CH2:22][CH2:21][CH2:20][CH2:19][O:18]1)[C:2]1[CH:7]=[CH:6][CH:5]=[CH:4][CH:3]=1.[CH3:23][O:24][C:25]([C:27]1[C:28]([CH3:63])=[C:29]2[C:34](NC3C=CC(OC4C=CC=CC=4OC(C(OC(C)(C)C)=O)(C)C)=CC=3)=[C:33]([C:60]#[N:61])[CH:32]=[N:31][N:30]2[CH:62]=1)=[O:26].[C:64](O)(C(F)(F)F)=O.O.C(O)(C(F)(F)F)=O.CC#N.